Dataset: Forward reaction prediction with 1.9M reactions from USPTO patents (1976-2016). Task: Predict the product of the given reaction. (1) Given the reactants [ClH:1].[NH2:2][CH2:3][CH:4]1[CH2:13][CH2:12][CH2:11][C:10]2[CH:9]=[C:8]([N:14]3[C:19](=[O:20])[CH:18]=[N:17][C:16]4[CH:21]=[CH:22][C:23]([O:25][CH3:26])=[N:24][C:15]3=4)[CH:7]=[CH:6][C:5]1=2.C(N(CC)CC)C.[O:34]=[C:35]1[CH2:40][O:39][C:38]2[CH:41]=[CH:42][C:43]([CH:45]=O)=[N:44][C:37]=2[NH:36]1.C(O[BH-](OC(=O)C)OC(=O)C)(=O)C.[Na+], predict the reaction product. The product is: [ClH:1].[CH3:26][O:25][C:23]1[CH:22]=[CH:21][C:16]2[N:17]=[CH:18][C:19](=[O:20])[N:14]([C:8]3[CH:9]=[C:10]4[C:5](=[CH:6][CH:7]=3)[CH:4]([CH2:3][NH:2][CH2:45][C:43]3[CH:42]=[CH:41][C:38]5[O:39][CH2:40][C:35](=[O:34])[NH:36][C:37]=5[N:44]=3)[CH2:13][CH2:12][CH2:11]4)[C:15]=2[N:24]=1. (2) Given the reactants [Cl:1][C:2]1[CH:3]=[C:4]([NH:9][NH:10][C:11](=[O:13])[CH3:12])[CH:5]=[CH:6][C:7]=1[Cl:8].[C:14](OCC)(=O)[CH2:15]C(C)=O.P(Cl)(Cl)Cl, predict the reaction product. The product is: [Cl:1][C:2]1[CH:3]=[C:4]([N:9]2[CH:14]([CH3:15])[CH2:12][C:11]([OH:13])=[N:10]2)[CH:5]=[CH:6][C:7]=1[Cl:8]. (3) Given the reactants [N:1]1([C:10](OC(C)(C)C)=O)[CH2:6][CH2:5][CH2:4][CH:3]2[CH2:7][NH:8][CH2:9][CH:2]12.CC1C=CC(S(OC2C3CCC[C:35]4[CH:39]=[CH:40][CH:41]=[CH:42][C:34]=4[C:30]=3[N:31]=[CH:32][N:33]=2)(=O)=O)=CC=1.CC1C=CC(S(OC2C3CCCC4C=CC=CC=4C=3N=C(N)N=2)(=O)=O)=CC=1, predict the reaction product. The product is: [N:31]1[C:30]2[C:34]3[CH:42]=[CH:41][CH:40]=[CH:39][C:35]=3[CH2:7][CH2:3][CH2:4][C:5]=2[C:6]([N:1]2[CH2:2][CH:9]([NH2:8])[CH2:10]2)=[N:33][CH:32]=1. (4) Given the reactants I.[F:2][CH:3]([F:22])[C:4]1[N:5]=[CH:6][N:7]([C:9]2[CH:14]=[CH:13][C:12]([NH:15][C:16](SC)=[NH:17])=[CH:11][C:10]=2[O:20][CH3:21])[CH:8]=1.[Cl:23][CH2:24][CH2:25][CH2:26][CH2:27][CH:28]([C:32]1[CH:37]=[CH:36][C:35]([F:38])=[CH:34][CH:33]=1)[C:29](O)=O.[NH2:39][NH2:40], predict the reaction product. The product is: [Cl:23][CH2:24][CH2:25][CH2:26][CH2:27][CH:28]([C:29]1[NH:40][N:39]=[C:16]([NH:15][C:12]2[CH:13]=[CH:14][C:9]([N:7]3[CH:8]=[C:4]([CH:3]([F:22])[F:2])[N:5]=[CH:6]3)=[C:10]([O:20][CH3:21])[CH:11]=2)[N:17]=1)[C:32]1[CH:37]=[CH:36][C:35]([F:38])=[CH:34][CH:33]=1. (5) The product is: [CH3:3][C:4]1[CH2:5][C:6]2[C:11]([CH:12]=1)=[C:10]([C:13]1[CH:14]=[CH:15][C:16]([C:19]([CH3:20])([CH3:21])[CH3:22])=[CH:17][CH:18]=1)[C:9]([CH3:23])=[C:8]([CH3:24])[C:7]=2[CH3:25]. Given the reactants [BH4-].[Na+].[CH3:3][CH:4]1[CH2:12][C:11]2[C:6](=[C:7]([CH3:25])[C:8]([CH3:24])=[C:9]([CH3:23])[C:10]=2[C:13]2[CH:18]=[CH:17][C:16]([C:19]([CH3:22])([CH3:21])[CH3:20])=[CH:15][CH:14]=2)[C:5]1=O.C1(C)C=CC=CC=1.S(=O)(=O)(O)O, predict the reaction product. (6) Given the reactants [Br:1][CH2:2][CH2:3][C:4]1[CH:12]=[CH:11][C:7]([C:8]([OH:10])=[O:9])=[CH:6][CH:5]=1.[CH3:13]O, predict the reaction product. The product is: [Br:1][CH2:2][CH2:3][C:4]1[CH:12]=[CH:11][C:7]([C:8]([O:10][CH3:13])=[O:9])=[CH:6][CH:5]=1. (7) Given the reactants [CH3:1][O:2][C:3]([C:5]1[CH2:11][CH2:10][NH:9][C:8]2[CH:12]=[CH:13][CH:14]=[CH:15][C:7]=2[CH:6]=1)=[O:4].[C:16](O[C:16]([O:18][C:19]([CH3:22])([CH3:21])[CH3:20])=[O:17])([O:18][C:19]([CH3:22])([CH3:21])[CH3:20])=[O:17], predict the reaction product. The product is: [CH3:1][O:2][C:3]([C:5]1[CH2:11][CH2:10][N:9]([C:16]([O:18][C:19]([CH3:22])([CH3:21])[CH3:20])=[O:17])[C:8]2[CH:12]=[CH:13][CH:14]=[CH:15][C:7]=2[CH:6]=1)=[O:4]. (8) Given the reactants [Cl-].[Br:2][C:3]1[CH:4]=[C:5]2[C:10](=[CH:11][CH:12]=1)[C:9]([Cl:13])=[C:8]([O:14][CH2:15][CH2:16][NH3+:17])[CH:7]=[CH:6]2.C([O-])([O-])=O.[K+].[K+].[O:24]1[CH:28]=[CH:27][CH:26]=[C:25]1[CH:29]=O.[BH4-].[Na+], predict the reaction product. The product is: [Br:2][C:3]1[CH:4]=[C:5]2[C:10](=[CH:11][CH:12]=1)[C:9]([Cl:13])=[C:8]([O:14][CH2:15][CH2:16][NH:17][CH2:29][C:25]1[O:24][CH:28]=[CH:27][CH:26]=1)[CH:7]=[CH:6]2.